Dataset: Full USPTO retrosynthesis dataset with 1.9M reactions from patents (1976-2016). Task: Predict the reactants needed to synthesize the given product. (1) Given the product [NH2:1][C:2]1[C:3]([F:11])=[CH:4][C:5]([CH:12]2[CH2:14][CH2:13]2)=[C:6]([CH:9]=1)[C:7]#[N:8], predict the reactants needed to synthesize it. The reactants are: [NH2:1][C:2]1[C:3]([F:11])=[CH:4][C:5](Br)=[C:6]([CH:9]=1)[C:7]#[N:8].[CH:12]1(B(O)O)[CH2:14][CH2:13]1.C1(P(C2CCCCC2)C2CCCCC2)CCCCC1.C([O-])([O-])=O.[Cs+].[Cs+]. (2) Given the product [NH2:4][CH2:3][C:2]([CH3:7])([CH3:1])[CH2:5][NH:6][C:9]([CH3:15])([CH3:14])[C:10](=[N:12][OH:13])[CH2:11][CH3:17], predict the reactants needed to synthesize it. The reactants are: [CH3:1][C:2]([CH3:7])([CH2:5][NH2:6])[CH2:3][NH2:4].Cl[C:9]([CH3:15])([CH3:14])[CH:10]([N:12]=[O:13])[CH3:11].O.[CH3:17]O. (3) Given the product [Cl:19][C:8]1[C:9]([CH2:11][C:12]2[CH:17]=[CH:16][C:15]([F:18])=[CH:14][CH:13]=2)=[CH:10][C:5]([C:3]([OH:4])=[O:2])=[N:6][CH:7]=1, predict the reactants needed to synthesize it. The reactants are: C[O:2][C:3]([C:5]1[CH:10]=[C:9]([CH2:11][C:12]2[CH:17]=[CH:16][C:15]([F:18])=[CH:14][CH:13]=2)[C:8]([Cl:19])=[CH:7][N:6]=1)=[O:4].[OH-].[Na+].Cl.C(OCC)(=O)C. (4) The reactants are: [Cl:1][C:2]1[CH:7]=[CH:6][C:5]([CH:8]([C:17]2[C:25]3[C:20](=[C:21]([CH2:26][S:27][CH3:28])[CH:22]=[CH:23][CH:24]=3)[NH:19][CH:18]=2)[C:9]2[CH:16]=[CH:15][C:12]([C:13]#[N:14])=[CH:11][CH:10]=2)=[CH:4][CH:3]=1.ClC1C=CC(C(C2C=CC(Cl)=CC=2)C2C3C(=C(CS(C)=[O:48])C=CC=3)NC=2)=CC=1. Given the product [Cl:1][C:2]1[CH:3]=[CH:4][C:5]([CH:8]([C:17]2[C:25]3[C:20](=[C:21]([CH2:26][S:27]([CH3:28])=[O:48])[CH:22]=[CH:23][CH:24]=3)[NH:19][CH:18]=2)[C:9]2[CH:10]=[CH:11][C:12]([C:13]#[N:14])=[CH:15][CH:16]=2)=[CH:6][CH:7]=1, predict the reactants needed to synthesize it.